From a dataset of Full USPTO retrosynthesis dataset with 1.9M reactions from patents (1976-2016). Predict the reactants needed to synthesize the given product. (1) Given the product [O:33]1[C:25]2[CH:24]=[CH:23][C:28]([CH2:29][N:18]3[CH2:19][CH2:20][CH:15]([N:14]([CH3:21])[C:12]([C:8]4[O:9][C:10]5[C:5]([C:6](=[O:22])[CH:7]=4)=[CH:4][CH:3]=[C:2]([F:1])[CH:11]=5)=[O:13])[CH2:16][CH2:17]3)=[CH:27][C:26]=2[O:31][CH2:32]1, predict the reactants needed to synthesize it. The reactants are: [F:1][C:2]1[CH:11]=[C:10]2[C:5]([C:6](=[O:22])[CH:7]=[C:8]([C:12]([N:14]([CH3:21])[CH:15]3[CH2:20][CH2:19][NH:18][CH2:17][CH2:16]3)=[O:13])[O:9]2)=[CH:4][CH:3]=1.[CH:23]1[C:28]([CH:29]=O)=[CH:27][C:26]2[O:31][CH2:32][O:33][C:25]=2[CH:24]=1.[BH-](OC(C)=O)(OC(C)=O)OC(C)=O.[Na+]. (2) Given the product [N:1]1([C:7]2[N:23]=[C:10]3[CH:11]=[CH:12][C:13]([NH2:15])=[CH:14][N:9]3[N:8]=2)[CH2:6][CH2:5][O:4][CH2:3][CH2:2]1, predict the reactants needed to synthesize it. The reactants are: [N:1]1([C:7]2[N:23]=[C:10]3[CH:11]=[CH:12][C:13]([NH:15]C(=O)OC(C)(C)C)=[CH:14][N:9]3[N:8]=2)[CH2:6][CH2:5][O:4][CH2:3][CH2:2]1.Cl.